This data is from Full USPTO retrosynthesis dataset with 1.9M reactions from patents (1976-2016). The task is: Predict the reactants needed to synthesize the given product. (1) Given the product [Cl:1][C:2]1[C:3]([CH2:8][NH:9][C:10]([CH:12]2[CH2:17][CH2:16][CH:15]([N:26]3[CH2:25][CH2:24][N:23]([C:29]([O:31][CH2:32][C:33]4[CH:38]=[CH:37][CH:36]=[CH:35][CH:34]=4)=[O:30])[CH2:28][CH2:27]3)[CH2:14][CH2:13]2)=[O:11])=[N:4][CH:5]=[CH:6][N:7]=1, predict the reactants needed to synthesize it. The reactants are: [Cl:1][C:2]1[C:3]([CH2:8][NH:9][C:10]([CH:12]2[CH2:17][CH2:16][C:15](=O)[CH2:14][CH2:13]2)=[O:11])=[N:4][CH:5]=[CH:6][N:7]=1.C(O)(=O)C.[N:23]1([C:29]([O:31][CH2:32][C:33]2[CH:38]=[CH:37][CH:36]=[CH:35][CH:34]=2)=[O:30])[CH2:28][CH2:27][NH:26][CH2:25][CH2:24]1.C([BH3-])#N.[Na+]. (2) The reactants are: [H-].[Na+].[O:3]=[C:4]1[CH2:12][C:11]2[C:6](=[CH:7][CH:8]=[C:9]([C:13]#[N:14])[CH:10]=2)[NH:5]1.Cl[C:16]1[N:21]=[CH:20][C:19]([S:22]([N:25]2[CH2:30][CH2:29][N:28]([CH3:31])[CH2:27][CH2:26]2)(=[O:24])=[O:23])=[CH:18][CH:17]=1. Given the product [OH:3][C:4]1[NH:5][C:6]2[C:11]([C:12]=1[C:16]1[CH:17]=[CH:18][C:19]([S:22]([N:25]3[CH2:30][CH2:29][N:28]([CH3:31])[CH2:27][CH2:26]3)(=[O:24])=[O:23])=[CH:20][N:21]=1)=[CH:10][C:9]([C:13]#[N:14])=[CH:8][CH:7]=2, predict the reactants needed to synthesize it. (3) Given the product [NH2:23][C:21]([C:20](=[CH:11][C:10]1[CH:13]=[CH:14][C:7]([O:6][CH2:5][Si:2]([CH3:4])([CH3:3])[CH3:1])=[CH:8][CH:9]=1)[C:18]([O:17][CH2:16][CH3:15])=[O:19])=[O:22], predict the reactants needed to synthesize it. The reactants are: [CH3:1][Si:2]([CH2:5][O:6][C:7]1[CH:14]=[CH:13][C:10]([CH:11]=O)=[CH:9][CH:8]=1)([CH3:4])[CH3:3].[CH3:15][CH2:16][O:17][C:18]([CH2:20][C:21]([NH2:23])=[O:22])=[O:19].N1CCCCC1.C(O)(=O)C. (4) Given the product [N:40]([C@H:19]([CH3:20])[CH2:18][N:16]1[C:17]2[C:13](=[CH:12][CH:11]=[C:10]3[O:22][CH2:23][CH:7]([O:6][CH:4]([O:3][CH2:1][CH3:2])[CH3:5])[CH2:8][C:9]3=2)[CH:14]=[N:15]1)=[N+:41]=[N-:42], predict the reactants needed to synthesize it. The reactants are: [CH2:1]([O:3][CH:4]([O:6][CH:7]1[CH2:23][O:22][C:10]2=[CH:11][CH:12]=[C:13]3[C:17]([N:16]([CH2:18][C@@H:19](O)[CH3:20])[N:15]=[CH:14]3)=[C:9]2[CH2:8]1)[CH3:5])[CH3:2].C(N(CC)CC)C.CS(OS(C)(=O)=O)(=O)=O.[N-:40]=[N+:41]=[N-:42].[Na+]. (5) Given the product [Cl:1][C:2]1[CH:3]=[C:4]([C:8]2[O:12][N:11]=[C:10]([C@H:13]([O:15][C:20]3[N:21]([CH3:31])[C:22]([C:25]4[CH:30]=[CH:29][N:28]=[CH:27][CH:26]=4)=[N:23][N:24]=3)[CH3:14])[CH:9]=2)[CH:5]=[CH:6][CH:7]=1, predict the reactants needed to synthesize it. The reactants are: [Cl:1][C:2]1[CH:3]=[C:4]([C:8]2[O:12][N:11]=[C:10]([C@H:13]([OH:15])[CH3:14])[CH:9]=2)[CH:5]=[CH:6][CH:7]=1.CS([C:20]1[N:21]([CH3:31])[C:22]([C:25]2[CH:30]=[CH:29][N:28]=[CH:27][CH:26]=2)=[N:23][N:24]=1)(=O)=O.C(=O)([O-])[O-].[Cs+].[Cs+].[Cl-].[Cs+]. (6) Given the product [CH2:1]([N:4]([CH2:12][C:13]([C:19]1[CH:24]=[CH:23][CH:22]=[CH:21][CH:20]=1)=[O:14])[C:5](=[O:11])[O:6][C:7]([CH3:8])([CH3:9])[CH3:10])[CH:2]=[CH2:3], predict the reactants needed to synthesize it. The reactants are: [CH2:1]([N:4]([CH2:12][C:13](N(OC)C)=[O:14])[C:5](=[O:11])[O:6][C:7]([CH3:10])([CH3:9])[CH3:8])[CH:2]=[CH2:3].[C:19]1([Mg]Br)[CH:24]=[CH:23][CH:22]=[CH:21][CH:20]=1. (7) Given the product [CH3:23][C:24]1[S:25][C:26]([C:30]2[N:31]([CH3:36])[C:32]([S:35][CH2:2][CH2:3][CH2:4][N:5]3[CH2:11][CH2:10][C:9]4[C:12]5[N:18]=[C:17]([C:19]([F:22])([F:21])[F:20])[O:16][C:13]=5[CH:14]=[CH:15][C:8]=4[CH2:7][CH2:6]3)=[N:33][N:34]=2)=[C:27]([CH3:29])[N:28]=1, predict the reactants needed to synthesize it. The reactants are: Cl[CH2:2][CH2:3][CH2:4][N:5]1[CH2:11][CH2:10][C:9]2[C:12]3[N:18]=[C:17]([C:19]([F:22])([F:21])[F:20])[O:16][C:13]=3[CH:14]=[CH:15][C:8]=2[CH2:7][CH2:6]1.[CH3:23][C:24]1[S:25][C:26]([C:30]2[N:31]([CH3:36])[C:32](=[S:35])[NH:33][N:34]=2)=[C:27]([CH3:29])[N:28]=1.